This data is from Forward reaction prediction with 1.9M reactions from USPTO patents (1976-2016). The task is: Predict the product of the given reaction. (1) The product is: [N:57]1[CH:58]=[CH:59][CH:60]=[C:55]([C:53]2[CH:52]=[CH:51][N:50]=[C:49]([NH:48][C:43]3[CH:42]=[C:41]([NH:40][C:38]([C:36]4[CH:35]=[CH:34][N:3]=[C:2]([Cl:1])[CH:30]=4)=[O:39])[CH:46]=[CH:45][C:44]=3[CH3:47])[N:54]=2)[CH:56]=1. Given the reactants [Cl:1][C:2]1[CH:30]=CC(C(NC2C=CC(C)=C(NC3N=C(C4C=NC=CC=4)C=CN=3)C=2)=O)=C[N:3]=1.C(C1O[C:36]([C:38]([NH:40][C:41]2[CH:46]=[CH:45][C:44]([CH3:47])=[C:43]([NH:48][C:49]3[N:54]=[C:53]([C:55]4[CH:56]=[N:57][CH:58]=[CH:59][CH:60]=4)[CH:52]=[CH:51][N:50]=3)[CH:42]=2)=[O:39])=[CH:35][CH:34]=1)=O.BrC1C=NC=C(C=1)C(NC1C=CC(C)=C(NC2N=C(C3C=NC=CC=3)C=CN=2)C=1)=O, predict the reaction product. (2) Given the reactants [N+:1]([C:4]1[CH:21]=[CH:20][C:7]2[S:8][CH2:9][C:10](=S)[N:11]([CH:12]([CH3:18])[C:13](OCC)=[O:14])[C:6]=2[CH:5]=1)([O-:3])=[O:2].O.[NH2:23][NH2:24], predict the reaction product. The product is: [CH3:18][CH:12]1[C:13](=[O:14])[NH:24][N:23]=[C:10]2[CH2:9][S:8][C:7]3[CH:20]=[CH:21][C:4]([N+:1]([O-:3])=[O:2])=[CH:5][C:6]=3[N:11]12. (3) Given the reactants [C:1]([O:5][C:6](=[O:59])[NH:7][CH:8]([CH2:50][C:51]1[CH:56]=[CH:55][C:54]([Cl:57])=[CH:53][C:52]=1[Cl:58])[C:9]([N:11]1[CH2:16][CH2:15][N:14]([CH2:17][CH2:18][C:19]2[CH:28]=[CH:27][C:26]3[C:21](=[CH:22][CH:23]=[CH:24][CH:25]=3)[CH:20]=2)[CH2:13][CH:12]1[CH2:29][CH2:30][CH2:31][NH:32][C:33]([NH:42]C(OC(C)(C)C)=O)=[N:34]C(OC(C)(C)C)=O)=[O:10])([CH3:4])([CH3:3])[CH3:2].C(O)(C(F)(F)F)=O, predict the reaction product. The product is: [C:1]([O:5][C:6](=[O:59])[NH:7][CH:8]([CH2:50][C:51]1[CH:56]=[CH:55][C:54]([Cl:57])=[CH:53][C:52]=1[Cl:58])[C:9]([N:11]1[CH2:16][CH2:15][N:14]([CH2:17][CH2:18][C:19]2[CH:28]=[CH:27][C:26]3[C:21](=[CH:22][CH:23]=[CH:24][CH:25]=3)[CH:20]=2)[CH2:13][CH:12]1[CH2:29][CH2:30][CH2:31][NH:32][C:33]([NH2:42])=[NH:34])=[O:10])([CH3:4])([CH3:2])[CH3:3]. (4) Given the reactants Br[C:2]1[CH:3]=[C:4]([C:21]([NH2:23])=[O:22])[C:5]2[NH:6][C:7]3[C:12]([C:13]=2[CH:14]=1)=[CH:11][CH:10]=[C:9]([C:15]1[CH:16]=[N:17][CH:18]=[CH:19][CH:20]=1)[CH:8]=3.[Cl:24][C:25]1[CH:37]=[C:36](B2OC(C)(C)C(C)(C)O2)[CH:35]=[CH:34][C:26]=1[CH2:27][N:28]1[CH2:33][CH2:32][O:31][CH2:30][CH2:29]1, predict the reaction product. The product is: [Cl:24][C:25]1[CH:37]=[C:36]([C:2]2[CH:3]=[C:4]([C:21]([NH2:23])=[O:22])[C:5]3[NH:6][C:7]4[C:12]([C:13]=3[CH:14]=2)=[CH:11][CH:10]=[C:9]([C:15]2[CH:16]=[N:17][CH:18]=[CH:19][CH:20]=2)[CH:8]=4)[CH:35]=[CH:34][C:26]=1[CH2:27][N:28]1[CH2:29][CH2:30][O:31][CH2:32][CH2:33]1. (5) Given the reactants Br[C:2]1[C:3]2[C:10]([C:11]3[CH:16]=[CH:15][CH:14]=[CH:13][CH:12]=3)=[C:9]([C:17]3[CH:22]=[CH:21][CH:20]=[CH:19][CH:18]=3)[O:8][C:4]=2[N:5]=[CH:6][N:7]=1.[C:23]([O:27][C:28]([N:30]1[CH2:35][CH2:34][N:33]([CH2:36][CH2:37][NH2:38])[CH2:32][CH2:31]1)=[O:29])([CH3:26])([CH3:25])[CH3:24].CCN(C(C)C)C(C)C, predict the reaction product. The product is: [C:23]([O:27][C:28]([N:30]1[CH2:31][CH2:32][N:33]([CH2:36][CH2:37][NH:38][C:2]2[C:3]3[C:10]([C:11]4[CH:16]=[CH:15][CH:14]=[CH:13][CH:12]=4)=[C:9]([C:17]4[CH:22]=[CH:21][CH:20]=[CH:19][CH:18]=4)[O:8][C:4]=3[N:5]=[CH:6][N:7]=2)[CH2:34][CH2:35]1)=[O:29])([CH3:26])([CH3:25])[CH3:24]. (6) Given the reactants [Br:1][C:2]1[CH:7]=[CH:6][C:5]([CH:8]([C:20]2[CH:25]=[CH:24][CH:23]=[CH:22][C:21]=2[CH3:26])[CH2:9][C:10]([C:12]2[CH:17]=[CH:16][N:15]([CH3:18])[C:14](=[O:19])[CH:13]=2)=O)=[CH:4][CH:3]=1.Cl.[NH2:28][OH:29].C([O-])(O)=O.[Na+], predict the reaction product. The product is: [Br:1][C:2]1[CH:7]=[CH:6][C:5]([CH:8]([C:20]2[CH:25]=[CH:24][CH:23]=[CH:22][C:21]=2[CH3:26])[CH2:9]/[C:10](/[C:12]2[CH:17]=[CH:16][N:15]([CH3:18])[C:14](=[O:19])[CH:13]=2)=[N:28]\[OH:29])=[CH:4][CH:3]=1. (7) Given the reactants [Cl:1][C:2]1[C:6]([NH:7][CH3:8])=[CH:5][N:4]([C:9]2[CH:10]=[N:11][CH:12]=[CH:13][CH:14]=2)[N:3]=1.[C:15]([O:19][C:20]([NH:22][C@@H:23]1[CH2:27][CH2:26][C@H:25]([C:28]([OH:30])=O)[CH2:24]1)=[O:21])([CH3:18])([CH3:17])[CH3:16].F[P-](F)(F)(F)(F)F.N1(OC(N(C)C)=[N+](C)C)C2N=CC=CC=2N=N1.CN1CCOCC1, predict the reaction product. The product is: [Cl:1][C:2]1[C:6]([N:7]([CH3:8])[C:28]([C@H:25]2[CH2:24][C@@H:23]([NH:22][C:20](=[O:21])[O:19][C:15]([CH3:16])([CH3:17])[CH3:18])[CH2:27][CH2:26]2)=[O:30])=[CH:5][N:4]([C:9]2[CH:10]=[N:11][CH:12]=[CH:13][CH:14]=2)[N:3]=1. (8) Given the reactants Cl[CH2:2][C:3]1[C:11]2[C:6](=[CH:7][N:8]=[C:9]([C:12]([O:14][CH3:15])=[O:13])[CH:10]=2)[N:5]([CH2:16][C:17]2[CH:22]=[CH:21][C:20]([F:23])=[CH:19][C:18]=2F)[CH:4]=1.[CH3:25][C:26]1([CH3:33])[O:30][C@H:29]([CH2:31][OH:32])[CH2:28][O:27]1.CCN(C(C)C)C(C)C, predict the reaction product. The product is: [CH3:25][C:26]1([CH3:33])[O:30][C@H:29]([CH2:31][O:32][CH2:2][C:3]2[C:11]3[C:6](=[CH:7][N:8]=[C:9]([C:12]([O:14][CH3:15])=[O:13])[CH:10]=3)[N:5]([CH2:16][C:17]3[CH:22]=[CH:21][C:20]([F:23])=[CH:19][CH:18]=3)[CH:4]=2)[CH2:28][O:27]1.